Dataset: Forward reaction prediction with 1.9M reactions from USPTO patents (1976-2016). Task: Predict the product of the given reaction. (1) Given the reactants [Br:1][C:2]1[CH:25]=[CH:24][C:5]([CH2:6][CH2:7][C:8]2[S:9][C:10]3[N:11]=[C:12]([NH2:23])[N:13]=[C:14]([N:17]4[CH2:22][CH2:21][NH:20][CH2:19][CH2:18]4)[C:15]=3[N:16]=2)=[CH:4][CH:3]=1.[CH3:26][O:27][C:28]1[CH:38]=[CH:37][C:31]([O:32][CH2:33][C:34](O)=[O:35])=[CH:30][CH:29]=1, predict the reaction product. The product is: [NH2:23][C:12]1[N:13]=[C:14]([N:17]2[CH2:18][CH2:19][N:20]([C:34](=[O:35])[CH2:33][O:32][C:31]3[CH:37]=[CH:38][C:28]([O:27][CH3:26])=[CH:29][CH:30]=3)[CH2:21][CH2:22]2)[C:15]2[N:16]=[C:8]([CH2:7][CH2:6][C:5]3[CH:24]=[CH:25][C:2]([Br:1])=[CH:3][CH:4]=3)[S:9][C:10]=2[N:11]=1. (2) Given the reactants [CH2:1]([O:3][C:4]([C:6]1[CH:11]=[CH:10][C:9](B(O)O)=[CH:8][CH:7]=1)=[O:5])C.NC1CC(C(N(CCC)CCC)=O)=CC2C=CC(Br)=CC=2N=1.COC(C1C=CC(B(O)O)=CC=1)=O.C(=O)([O-])[O-].[K+].[K+].[C:56]([O:60][C:61]([NH:63][C:64]1[CH2:65][C:66]([C:86](=[O:102])[N:87]([CH2:91][CH2:92][CH2:93][O:94][Si:95]([C:98]([CH3:101])([CH3:100])[CH3:99])([CH3:97])[CH3:96])[CH2:88][CH2:89][CH3:90])=[CH:67][C:68]2[CH:74]=[CH:73][C:72]([C:75]3[CH:85]=[CH:84][C:78]([C:79]([O:81][CH2:82][CH3:83])=[O:80])=[CH:77][CH:76]=3)=[CH:71][C:69]=2[N:70]=1)=[O:62])([CH3:59])([CH3:58])[CH3:57], predict the reaction product. The product is: [NH2:63][C:64]1[CH2:65][C:66]([C:86]([N:87]([CH2:91][CH2:92][CH2:93][OH:94])[CH2:88][CH2:89][CH3:90])=[O:102])=[CH:67][C:68]2[CH:74]=[CH:73][C:72]([C:10]3[CH:11]=[C:6]4[C:7](=[CH:8][CH:9]=3)[CH2:1][O:3][C:4]4=[O:5])=[CH:71][C:69]=2[N:70]=1.[C:56]([O:60][C:61]([NH:63][C:64]1[CH2:65][C:66]([C:86](=[O:102])[N:87]([CH2:91][CH2:92][CH2:93][O:94][Si:95]([C:98]([CH3:99])([CH3:101])[CH3:100])([CH3:96])[CH3:97])[CH2:88][CH2:89][CH3:90])=[CH:67][C:68]2[CH:74]=[CH:73][C:72]([C:75]3[CH:85]=[CH:84][C:78]([C:79]([O:81][CH2:82][CH3:83])=[O:80])=[CH:77][CH:76]=3)=[CH:71][C:69]=2[N:70]=1)=[O:62])([CH3:57])([CH3:58])[CH3:59].